From a dataset of Catalyst prediction with 721,799 reactions and 888 catalyst types from USPTO. Predict which catalyst facilitates the given reaction. (1) Reactant: CI.[NH2:3][N:4]1[C:22]2([CH2:27][CH2:26][O:25][CH2:24][CH2:23]2)[CH2:21][C:7]2[NH:8][C:9]3[CH:15]=[CH:14][C:13]([O:16][C:17]([F:20])([F:19])[F:18])=[CH:12][C:10]=3[S:11][C:6]=2[C:5]1=[O:28].[C:29]([O-])([O-])=O.[K+].[K+]. Product: [CH3:29][NH:3][N:4]1[C:22]2([CH2:27][CH2:26][O:25][CH2:24][CH2:23]2)[CH2:21][C:7]2[NH:8][C:9]3[CH:15]=[CH:14][C:13]([O:16][C:17]([F:19])([F:20])[F:18])=[CH:12][C:10]=3[S:11][C:6]=2[C:5]1=[O:28]. The catalyst class is: 163. (2) Reactant: [NH2:1][C:2]1[CH:11]=[CH:10][CH:9]=[C:8]2[C:3]=1[CH:4]=[CH:5][CH:6]=[N:7]2.C(N(CC)CC)C.[C:19](Cl)(=[O:22])[CH:20]=[CH2:21].O. Product: [N:7]1[C:8]2[C:3](=[C:2]([NH:1][C:19](=[O:22])[CH:20]=[CH2:21])[CH:11]=[CH:10][CH:9]=2)[CH:4]=[CH:5][CH:6]=1. The catalyst class is: 4. (3) Reactant: [N:1]([CH2:4][C:5]1[CH:6]=[C:7]([CH:10]=[CH:11][CH:12]=1)[C:8]#[N:9])=[N+]=[N-]. Product: [NH2:9][CH2:8][C:7]1[CH:6]=[C:5]([CH:12]=[CH:11][CH:10]=1)[C:4]#[N:1]. The catalyst class is: 78. (4) Reactant: [Br:1][C:2]1[CH:7]=[CH:6][C:5]([C:8]2([C:11](O)=[O:12])[CH2:10][CH2:9]2)=[C:4]([F:14])[CH:3]=1.Cl.C(N=C=NCCCN(C)C)C.O.O[N:29]1C2C=CC=CC=2N=[N:30]1.C(N(CC)CC)C. Product: [Br:1][C:2]1[CH:7]=[CH:6][C:5]([C:8]2([C:11]([NH:29][NH2:30])=[O:12])[CH2:10][CH2:9]2)=[C:4]([F:14])[CH:3]=1. The catalyst class is: 35. (5) Reactant: [F:1][C:2]1[CH:19]=[CH:18][C:5]([CH2:6][CH:7]2[CH2:12][CH2:11][N:10]([C:13](=[O:17])[C:14]([OH:16])=O)[CH2:9][CH2:8]2)=[CH:4][CH:3]=1.C(N(CC)CC)C.[Br:27][C:28]1[CH:34]=[CH:33][C:31]([NH2:32])=[CH:30][CH:29]=1.CN(C(ON1N=NC2C=CC=CC1=2)=[N+](C)C)C.F[P-](F)(F)(F)(F)F. Product: [Br:27][C:28]1[CH:34]=[CH:33][C:31]([NH:32][C:14](=[O:16])[C:13]([N:10]2[CH2:9][CH2:8][CH:7]([CH2:6][C:5]3[CH:4]=[CH:3][C:2]([F:1])=[CH:19][CH:18]=3)[CH2:12][CH2:11]2)=[O:17])=[CH:30][CH:29]=1. The catalyst class is: 9. (6) Reactant: [NH2:1][C:2]1[N:6]([CH3:7])[C:5](=[O:8])[C:4]([C:21]2[CH:26]=[CH:25][C:24]([F:27])=[C:23](Br)[CH:22]=2)([C:9]2[CH:14]=[CH:13][C:12]([S:15]([F:20])([F:19])([F:18])([F:17])[F:16])=[CH:11][CH:10]=2)[N:3]=1.ClCCl.C([O-])(=O)C.[K+].[N:37]1[CH:42]=[C:41](B(O)O)[CH:40]=[N:39][CH:38]=1. Product: [NH2:1][C:2]1[N:6]([CH3:7])[C:5](=[O:8])[C:4]([C:21]2[CH:26]=[CH:25][C:24]([F:27])=[C:23]([C:41]3[CH:42]=[N:37][CH:38]=[N:39][CH:40]=3)[CH:22]=2)([C:9]2[CH:14]=[CH:13][C:12]([S:15]([F:20])([F:19])([F:18])([F:17])[F:16])=[CH:11][CH:10]=2)[N:3]=1. The catalyst class is: 622.